This data is from Forward reaction prediction with 1.9M reactions from USPTO patents (1976-2016). The task is: Predict the product of the given reaction. (1) Given the reactants Br[C:2]1[CH:3]=[C:4]2[C:8](=[CH:9][C:10]=1[Cl:11])[NH:7][CH:6]=[C:5]2[C:12]([O:14][CH3:15])=[O:13].[F:16][C:17]1[CH:18]=[C:19](B(O)O)[CH:20]=[CH:21][C:22]=1OC.[C:28](=[O:31])([O-])[O-].[K+].[K+].C(OCC)(=O)C, predict the reaction product. The product is: [Cl:11][C:10]1[CH:9]=[C:8]2[C:4]([C:5]([C:12]([O:14][CH3:15])=[O:13])=[CH:6][NH:7]2)=[CH:3][C:2]=1[C:22]1[CH:21]=[CH:20][C:19]([O:31][CH3:28])=[CH:18][C:17]=1[F:16]. (2) Given the reactants [H-].[Na+].[C:3]([O:7][C:8]([NH:10][C:11]1[CH:16]=[CH:15][CH:14]=[CH:13][C:12]=1[C:17]1[CH:26]=[CH:25][C:20]([C:21]([O:23][CH3:24])=[O:22])=[C:19]([N+:27]([O-:29])=[O:28])[CH:18]=1)=[O:9])([CH3:6])([CH3:5])[CH3:4].CI.[C:32](O)(=O)CC(CC(O)=O)(C(O)=O)O, predict the reaction product. The product is: [C:3]([O:7][C:8]([N:10]([CH3:32])[C:11]1[CH:16]=[CH:15][CH:14]=[CH:13][C:12]=1[C:17]1[CH:26]=[CH:25][C:20]([C:21]([O:23][CH3:24])=[O:22])=[C:19]([N+:27]([O-:29])=[O:28])[CH:18]=1)=[O:9])([CH3:6])([CH3:4])[CH3:5]. (3) Given the reactants [CH2:1]([O:3][C:4]([C:6]1[N:14]([CH3:15])[C:13]2[CH:12]=[CH:11][N:10]=[CH:9][C:8]=2[C:7]=1[NH2:16])=[O:5])[CH3:2].[F:17][C:18]1[CH:23]=[C:22]([Si:24]([CH3:27])([CH3:26])[CH3:25])[CH:21]=[CH:20][C:19]=1OS(C(F)(F)F)(=O)=O.CC1(C)C2C(=C(P(C3C=CC=CC=3)C3C=CC=CC=3)C=CC=2)OC2C(P(C3C=CC=CC=3)C3C=CC=CC=3)=CC=CC1=2.C(=O)([O-])[O-].[Cs+].[Cs+], predict the reaction product. The product is: [CH2:1]([O:3][C:4]([C:6]1[N:14]([CH3:15])[C:13]2[CH:12]=[CH:11][N:10]=[CH:9][C:8]=2[C:7]=1[NH:16][C:19]1[CH:20]=[CH:21][C:22]([Si:24]([CH3:26])([CH3:25])[CH3:27])=[CH:23][C:18]=1[F:17])=[O:5])[CH3:2]. (4) Given the reactants [O:1]=[C:2]([CH2:8][CH3:9])[CH2:3][C:4]([O:6]C)=O.[F:10][C:11]([F:20])([F:19])[C:12]1[CH:18]=[CH:17][C:15]([NH2:16])=[CH:14][CH:13]=1, predict the reaction product. The product is: [F:10][C:11]([F:19])([F:20])[C:12]1[CH:13]=[CH:14][C:15]([NH:16][C:4](=[O:6])[CH2:3][C:2](=[O:1])[CH2:8][CH3:9])=[CH:17][CH:18]=1. (5) Given the reactants ClC1C=CC=C(C(OO)=[O:9])C=1.[C:12]([C:16]1[NH:33][C:19]2[C:20]3[CH:21]=[CH:22][NH:23][C:24](=[O:32])[C:25]=3[C:26]3[C:31]([C:18]=2[N:17]=1)=[CH:30][N:29]=[CH:28][CH:27]=3)([CH3:15])([CH3:14])[CH3:13].C(=O)(O)[O-].[Na+], predict the reaction product. The product is: [C:12]([C:16]1[NH:33][C:19]2[C:20]3[CH:21]=[CH:22][NH:23][C:24](=[O:32])[C:25]=3[C:26]3[C:31]([C:18]=2[N:17]=1)=[CH:30][N+:29]([O-:9])=[CH:28][CH:27]=3)([CH3:15])([CH3:13])[CH3:14].